Dataset: Reaction yield outcomes from USPTO patents with 853,638 reactions. Task: Predict the reaction yield, written as a fraction of the theoretical maximum amount of product (1.0 means a 100% yield; for example, 0.34 means a 34% yield). (1) The reactants are [Cl:1][C:2]1[CH:7]=[CH:6][C:5]([NH2:8])=[C:4]([C:9]#[C:10][C:11]2[CH:16]=[CH:15][CH:14]=[CH:13][C:12]=2[O:17][CH3:18])[CH:3]=1.[CH2:19]([O:21][C:22](=[O:29])[CH2:23][C:24](=O)[CH:25]([CH3:27])[CH3:26])[CH3:20]. The catalyst is CCO. The product is [CH2:19]([O:21][C:22]([C:23]1[C:24]([CH:25]([CH3:27])[CH3:26])=[N:8][C:5]2[C:4]([C:9]=1[CH2:10][C:11]1[CH:16]=[CH:15][CH:14]=[CH:13][C:12]=1[O:17][CH3:18])=[CH:3][C:2]([Cl:1])=[CH:7][CH:6]=2)=[O:29])[CH3:20]. The yield is 0.320. (2) The reactants are N[C:2]1[CH:3]=[CH:4][C:5]2[S:9][C:8]([S:10][CH2:11][C:12]([N:14]3[C:23]4[C:18](=[CH:19][CH:20]=[CH:21][CH:22]=4)[CH2:17][CH2:16][CH2:15]3)=[O:13])=[N:7][C:6]=2[CH:24]=1.[C:25](Cl)(=[O:32])[C:26]1[CH:31]=[CH:30][CH:29]=[CH:28][CH:27]=1.CC[N:36](CC)CC. The catalyst is C(Cl)Cl. The product is [N:14]1([C:12](=[O:13])[CH2:11][S:10][C:8]2[S:9][C:5]3[CH:4]=[C:3]([NH:36][C:25](=[O:32])[C:26]4[CH:31]=[CH:30][CH:29]=[CH:28][CH:27]=4)[CH:2]=[CH:24][C:6]=3[N:7]=2)[C:23]2[C:18](=[CH:19][CH:20]=[CH:21][CH:22]=2)[CH2:17][CH2:16][CH2:15]1. The yield is 0.460. (3) The reactants are [F:1][C:2]1[CH:9]=[CH:8][C:7]([O:10][CH3:11])=[CH:6][C:3]=1[CH:4]=O.C(O)(=O)[CH2:13][C:14]([OH:16])=[O:15].N1CCCCC1. The catalyst is N1C=CC=CC=1. The product is [F:1][C:2]1[CH:9]=[CH:8][C:7]([O:10][CH3:11])=[CH:6][C:3]=1/[CH:4]=[CH:13]/[C:14]([OH:16])=[O:15]. The yield is 0.950. (4) The reactants are [CH3:1][CH2:2][O:3][C:4]([C:6]1[N:7](C(OC(C)(C)C)=O)[C:8]2[C:13]([CH:14]=1)=[CH:12][CH:11]=[CH:10][C:9]=2[CH2:15][CH3:16])=[O:5].FC(F)(F)C(O)=O. The catalyst is ClCCl. The product is [CH2:2]([O:3][C:4]([C:6]1[NH:7][C:8]2[C:13]([CH:14]=1)=[CH:12][CH:11]=[CH:10][C:9]=2[CH2:15][CH3:16])=[O:5])[CH3:1]. The yield is 0.766. (5) The reactants are [CH:1]([C@@H:4]1[CH2:8][O:7][C:6](=[O:9])[NH:5]1)([CH3:3])[CH3:2].[Li]CCCC.[F:15][C:16]1[CH:21]=[CH:20][C:19]([CH2:22][C:23](Cl)=[O:24])=[CH:18][CH:17]=1. The catalyst is C1COCC1. The product is [F:15][C:16]1[CH:21]=[CH:20][C:19]([CH2:22][C:23]([N:5]2[C@H:4]([CH:1]([CH3:3])[CH3:2])[CH2:8][O:7][C:6]2=[O:9])=[O:24])=[CH:18][CH:17]=1. The yield is 0.780. (6) The reactants are [C:1]([C:3]1[CH:11]=[CH:10][C:6]([C:7](O)=[O:8])=[C:5]([CH3:12])[CH:4]=1)#[N:2].S(Cl)([Cl:15])=O.CN(C)C=O. The catalyst is C1(C)C=CC=CC=1. The product is [C:1]([C:3]1[CH:11]=[CH:10][C:6]([C:7]([Cl:15])=[O:8])=[C:5]([CH3:12])[CH:4]=1)#[N:2]. The yield is 1.00.